This data is from Peptide-MHC class II binding affinity with 134,281 pairs from IEDB. The task is: Regression. Given a peptide amino acid sequence and an MHC pseudo amino acid sequence, predict their binding affinity value. This is MHC class II binding data. (1) The peptide sequence is KVKFGHVSINPADIA. The MHC is DRB1_0401 with pseudo-sequence DRB1_0401. The binding affinity (normalized) is 0.898. (2) The peptide sequence is LKLREVYTQLCDHRL. The MHC is DRB3_0101 with pseudo-sequence DRB3_0101. The binding affinity (normalized) is 0.389. (3) The peptide sequence is YDKFLANNSTVLTGK. The MHC is DRB1_0101 with pseudo-sequence DRB1_0101. The binding affinity (normalized) is 0.805. (4) The peptide sequence is GELQIVLKIDAAFKI. The MHC is DRB4_0101 with pseudo-sequence DRB4_0103. The binding affinity (normalized) is 0.635.